From a dataset of Full USPTO retrosynthesis dataset with 1.9M reactions from patents (1976-2016). Predict the reactants needed to synthesize the given product. Given the product [CH3:1][N:2]1[CH2:6][CH2:5][N:4]([C:7]2[CH:12]=[CH:11][C:10]([S:15]([Cl:14])(=[O:17])=[O:16])=[CH:9][CH:8]=2)[C:3]1=[O:13], predict the reactants needed to synthesize it. The reactants are: [CH3:1][N:2]1[CH:6]=[CH:5][N:4]([C:7]2[CH:12]=[CH:11][CH:10]=[CH:9][CH:8]=2)[C:3]1=[O:13].[Cl:14][S:15](O)(=[O:17])=[O:16].